This data is from Peptide-MHC class I binding affinity with 185,985 pairs from IEDB/IMGT. The task is: Regression. Given a peptide amino acid sequence and an MHC pseudo amino acid sequence, predict their binding affinity value. This is MHC class I binding data. (1) The peptide sequence is VTYECPLLV. The binding affinity (normalized) is 0.697. The MHC is HLA-A02:01 with pseudo-sequence HLA-A02:01. (2) The peptide sequence is AGFRALGLF. The MHC is Mamu-B52 with pseudo-sequence Mamu-B52. The binding affinity (normalized) is 1.00. (3) The peptide sequence is NMLRIMASL. The MHC is HLA-A02:06 with pseudo-sequence HLA-A02:06. The binding affinity (normalized) is 0.638. (4) The peptide sequence is WHQARFEEL. The MHC is HLA-A23:01 with pseudo-sequence HLA-A23:01. The binding affinity (normalized) is 0.313. (5) The peptide sequence is GGIVTCAMF. The MHC is HLA-A23:01 with pseudo-sequence HLA-A23:01. The binding affinity (normalized) is 0.304. (6) The peptide sequence is IADIRDKYM. The MHC is HLA-A02:03 with pseudo-sequence HLA-A02:03. The binding affinity (normalized) is 0.497. (7) The MHC is HLA-B40:02 with pseudo-sequence HLA-B40:02. The binding affinity (normalized) is 0.451. The peptide sequence is TELQNITFDM.